This data is from Reaction yield outcomes from USPTO patents with 853,638 reactions. The task is: Predict the reaction yield, written as a fraction of the theoretical maximum amount of product (1.0 means a 100% yield; for example, 0.34 means a 34% yield). (1) The product is [F:1][C:2]1[CH:7]=[CH:6][C:5]([F:8])=[CH:4][C:3]=1[C@H:9]1[CH2:13][CH2:12][CH2:11][N:10]1[C:14]1[CH:19]=[CH:18][N:17]2[N:20]=[CH:21][C:22]([C:23]([OH:25])=[O:24])=[C:16]2[N:15]=1. The yield is 0.924. The reactants are [F:1][C:2]1[CH:7]=[CH:6][C:5]([F:8])=[CH:4][C:3]=1[C@H:9]1[CH2:13][CH2:12][CH2:11][N:10]1[C:14]1[CH:19]=[CH:18][N:17]2[N:20]=[CH:21][C:22]([C:23]([O:25]CC)=[O:24])=[C:16]2[N:15]=1.[Li+].[OH-]. The catalyst is CCO. (2) The reactants are Br[C:2]1[N:7]=[C:6]2[N:8]([CH2:12][C:13]3[CH:18]=[CH:17][CH:16]=[C:15]([N+:19]([O-:21])=[O:20])[CH:14]=3)[C:9](=[O:11])[NH:10][C:5]2=[N:4][CH:3]=1.[CH3:22][O:23][C:24]1[CH:25]=[C:26](B(O)O)[CH:27]=[C:28]([O:32][CH3:33])[C:29]=1[O:30][CH3:31].C(=O)([O-])[O-].[K+].[K+]. The catalyst is O1CCOCC1.C1C=CC([PH+]([C]2[CH][CH][CH][CH]2)C2C=CC=CC=2)=CC=1.C1C=CC([PH+]([C]2[CH][CH][CH][CH]2)C2C=CC=CC=2)=CC=1.C(Cl)Cl.Cl[Pd]Cl.[Fe]. The product is [N+:19]([C:15]1[CH:14]=[C:13]([CH:18]=[CH:17][CH:16]=1)[CH2:12][N:8]1[C:6]2=[N:7][C:2]([C:26]3[CH:27]=[C:28]([O:32][CH3:33])[C:29]([O:30][CH3:31])=[C:24]([O:23][CH3:22])[CH:25]=3)=[CH:3][N:4]=[C:5]2[NH:10][C:9]1=[O:11])([O-:21])=[O:20]. The yield is 0.700.